This data is from M1 muscarinic receptor agonist screen with 61,833 compounds. The task is: Binary Classification. Given a drug SMILES string, predict its activity (active/inactive) in a high-throughput screening assay against a specified biological target. (1) The molecule is Fc1c(C(P(OC(C)C)(=O)c2ccc(N(C)C)cc2)O)cccc1. The result is 0 (inactive). (2) The drug is Brc1c2n(nc1C(OC)=O)c(cc(n2)c1oc(Br)cc1)C(F)(F)F. The result is 0 (inactive). (3) The drug is O1C(Cc2c(C1)c(nc(NCCN(CC)CC)c2C#N)c1occc1)(C)C. The result is 0 (inactive).